Task: Predict which catalyst facilitates the given reaction.. Dataset: Catalyst prediction with 721,799 reactions and 888 catalyst types from USPTO (1) Reactant: [F:1][C:2]([F:17])([F:16])[C:3]1[CH:8]=[CH:7][CH:6]=[CH:5][C:4]=1[CH2:9][NH:10][C@H:11]1[CH2:15][CH2:14][NH:13][CH2:12]1.[C:18](O[C:18]([O:20][C:21]([CH3:24])([CH3:23])[CH3:22])=[O:19])([O:20][C:21]([CH3:24])([CH3:23])[CH3:22])=[O:19]. Product: [F:17][C:2]([F:1])([F:16])[C:3]1[CH:8]=[CH:7][CH:6]=[CH:5][C:4]=1[CH2:9][NH:10][C@H:11]1[CH2:15][CH2:14][N:13]([C:18]([O:20][C:21]([CH3:24])([CH3:23])[CH3:22])=[O:19])[CH2:12]1. The catalyst class is: 154. (2) Reactant: [C:1]1([OH:7])[CH:6]=[CH:5][CH:4]=[CH:3][CH:2]=1.C(=O)([O-])[O-].[K+].[K+].[Br:14][C:15]1[CH:20]=[CH:19][C:18]([Cl:21])=[C:17]([CH2:22]Br)[CH:16]=1. Product: [Br:14][C:15]1[CH:20]=[CH:19][C:18]([Cl:21])=[C:17]([CH2:22][O:7][C:1]2[CH:6]=[CH:5][CH:4]=[CH:3][CH:2]=2)[CH:16]=1. The catalyst class is: 8. (3) Reactant: [CH3:1][O:2][C:3](=[O:14])[CH2:4][NH:5][C:6]([C:8]1[N:9]=[C:10]([NH2:13])[S:11][CH:12]=1)=[O:7].CCN(C(C)C)C(C)C.[C:24]([O:28][C:29](=[O:45])[NH:30][CH2:31][CH2:32][CH2:33][O:34][C:35]1[CH:40]=[CH:39][CH:38]=[CH:37][C:36]=1[CH2:41][N:42]=[C:43]=[O:44])([CH3:27])([CH3:26])[CH3:25].O. Product: [CH3:1][O:2][C:3](=[O:14])[CH2:4][NH:5][C:6]([C:8]1[N:9]=[C:10]([NH:13][C:43]([NH:42][CH2:41][C:36]2[CH:37]=[CH:38][CH:39]=[CH:40][C:35]=2[O:34][CH2:33][CH2:32][CH2:31][NH:30][C:29]([O:28][C:24]([CH3:27])([CH3:26])[CH3:25])=[O:45])=[O:44])[S:11][CH:12]=1)=[O:7]. The catalyst class is: 3. (4) Reactant: [CH2:1]([O:4][C:5]1[CH:10]=[CH:9][CH:8]=[C:7](Br)[CH:6]=1)[CH:2]=[CH2:3].C([Li])(C)(C)C.[CH2:17]([N:24]([CH2:37][C:38]1[CH:49]=[CH:48][C:41]([C:42](N(OC)C)=[O:43])=[CH:40][CH:39]=1)[C:25]1[CH:30]=[CH:29][CH:28]=[C:27]([NH:31][S:32]([CH3:35])(=[O:34])=[O:33])[C:26]=1[CH3:36])[C:18]1[CH:23]=[CH:22][CH:21]=[CH:20][CH:19]=1. Product: [CH2:1]([O:4][C:5]1[CH:6]=[C:7]([CH:8]=[CH:9][CH:10]=1)[C:42]([C:41]1[CH:40]=[CH:39][C:38]([CH2:37][N:24]([CH2:17][C:18]2[CH:23]=[CH:22][CH:21]=[CH:20][CH:19]=2)[C:25]2[C:26]([CH3:36])=[C:27]([NH:31][S:32]([CH3:35])(=[O:34])=[O:33])[CH:28]=[CH:29][CH:30]=2)=[CH:49][CH:48]=1)=[O:43])[CH:2]=[CH2:3]. The catalyst class is: 1. (5) Reactant: [C:1]([O:5][C:6]([N:8]([CH3:13])[CH2:9][C:10](O)=O)=[O:7])([CH3:4])([CH3:3])[CH3:2].Cl.Cl.[CH3:16][O:17][C:18]1[CH:19]=[C:20]([NH2:25])[C:21]([NH2:24])=[CH:22][CH:23]=1.CN(C(ON1N=NC2C=CC=NC1=2)=[N+](C)C)C.F[P-](F)(F)(F)(F)F.CCN(C(C)C)C(C)C. Product: [CH3:16][O:17][C:18]1[CH:23]=[CH:22][C:21]2[NH:24][C:10]([CH2:9][N:8]([CH3:13])[C:6](=[O:7])[O:5][C:1]([CH3:4])([CH3:3])[CH3:2])=[N:25][C:20]=2[CH:19]=1. The catalyst class is: 329. (6) Reactant: CC1C=CC(S([O:11][CH2:12][CH2:13][C:14]([OH:28])([CH3:27])[C:15]([F:26])([F:25])[S:16]([C:19]2[CH:24]=[CH:23][CH:22]=[CH:21][CH:20]=2)(=[O:18])=[O:17])(=O)=O)=CC=1.[Br:29][C:30]1[CH:35]=[CH:34][C:33](O)=[CH:32][CH:31]=1.C([O-])([O-])=O.[K+].[K+]. Product: [Br:29][C:30]1[CH:35]=[CH:34][C:33]([O:11][CH2:12][CH2:13][C:14]([CH3:27])([OH:28])[C:15]([F:25])([F:26])[S:16]([C:19]2[CH:20]=[CH:21][CH:22]=[CH:23][CH:24]=2)(=[O:17])=[O:18])=[CH:32][CH:31]=1. The catalyst class is: 3.